This data is from Full USPTO retrosynthesis dataset with 1.9M reactions from patents (1976-2016). The task is: Predict the reactants needed to synthesize the given product. Given the product [Br:1][C:2]1[CH:7]=[C:6]([Cl:8])[C:5]([O:9][C:12]2[CH:17]=[CH:16][C:15]([N+:18]([O-:20])=[O:19])=[CH:14][CH:13]=2)=[C:4]([Cl:10])[CH:3]=1, predict the reactants needed to synthesize it. The reactants are: [Br:1][C:2]1[CH:7]=[C:6]([Cl:8])[C:5]([OH:9])=[C:4]([Cl:10])[CH:3]=1.F[C:12]1[CH:17]=[CH:16][C:15]([N+:18]([O-:20])=[O:19])=[CH:14][CH:13]=1.C(=O)([O-])[O-].[K+].[K+].